Dataset: Catalyst prediction with 721,799 reactions and 888 catalyst types from USPTO. Task: Predict which catalyst facilitates the given reaction. (1) Reactant: [NH2:1][C:2]1[CH:7]=[CH:6][C:5](S(N)(=O)=O)=[CH:4][CH:3]=1.[CH:12]1[CH2:16]C=C[CH:13]=1.[Cl-].[Cl-].[Cl-].[In+3].C([O-])([O-])=O.[Na+].[Na+]. The catalyst class is: 10. Product: [N:1]1[C:2]2[C:7](=[CH:6][CH:5]=[CH:4][CH:3]=2)[CH:16]=[CH:12][CH:13]=1. (2) Reactant: [F:1][C:2]([Si](C)(C)C)([F:4])[F:3].[Br:9][C:10]1[C:11]([CH3:18])=[CH:12][C:13]([CH:16]=[O:17])=[N:14][CH:15]=1.CCCC[N+](CCCC)(CCCC)CCCC.[F-]. Product: [Br:9][C:10]1[C:11]([CH3:18])=[CH:12][C:13]([CH:16]([OH:17])[C:2]([F:4])([F:3])[F:1])=[N:14][CH:15]=1. The catalyst class is: 13. (3) Reactant: Br[C:2]1[CH:7]=[CH:6][C:5]([S:8]([NH:11][C:12]2[CH:21]=[CH:20][C:19]3[C:14](=[CH:15][CH:16]=[CH:17][CH:18]=3)[N:13]=2)(=[O:10])=[O:9])=[CH:4][CH:3]=1.Br[C:23]1[CH:28]=[CH:27][CH:26]=[CH:25][N:24]=1.C[Sn](C)C.C[Sn](C)C. The catalyst class is: 77. Product: [N:24]1[CH:25]=[CH:26][CH:27]=[CH:28][C:23]=1[C:2]1[CH:7]=[CH:6][C:5]([S:8]([NH:11][C:12]2[CH:21]=[CH:20][C:19]3[C:14](=[CH:15][CH:16]=[CH:17][CH:18]=3)[N:13]=2)(=[O:10])=[O:9])=[CH:4][CH:3]=1. (4) Reactant: [Cl:1][C:2]1[N:7]=[CH:6][C:5]([C:8]2[CH:17]=[CH:16][C:11]3[N:12]=[C:13]([NH2:15])[S:14][C:10]=3[CH:9]=2)=[CH:4][C:3]=1[NH:18][CH:19]([CH3:21])[CH3:20].CN(C(ON1N=NC2C=CC=NC1=2)=[N+](C)C)C.F[P-](F)(F)(F)(F)F.C(N(C(C)C)CC)(C)C.Cl.[N:56]1[CH:61]=[CH:60][CH:59]=[CH:58][C:57]=1[CH2:62][C:63](O)=[O:64]. Product: [Cl:1][C:2]1[N:7]=[CH:6][C:5]([C:8]2[CH:17]=[CH:16][C:11]3[N:12]=[C:13]([NH:15][C:63](=[O:64])[CH2:62][C:57]4[CH:58]=[CH:59][CH:60]=[CH:61][N:56]=4)[S:14][C:10]=3[CH:9]=2)=[CH:4][C:3]=1[NH:18][CH:19]([CH3:21])[CH3:20]. The catalyst class is: 2. (5) Reactant: [F:1][C:2]1[CH:7]=[CH:6][CH:5]=[CH:4][C:3]=1[CH2:8][O:9][C:10]1[CH:15]=[CH:14][C:13]([C@H:16]2[CH2:20][CH2:19][C@:18]3([CH2:24][CH2:23][NH:22][C:21]3=[O:25])[N:17]2C(OC(C)(C)C)=O)=[CH:12][CH:11]=1.C(O)(C(F)(F)F)=O. Product: [F:1][C:2]1[CH:7]=[CH:6][CH:5]=[CH:4][C:3]=1[CH2:8][O:9][C:10]1[CH:11]=[CH:12][C:13]([C@H:16]2[CH2:20][CH2:19][C@:18]3([CH2:24][CH2:23][NH:22][C:21]3=[O:25])[NH:17]2)=[CH:14][CH:15]=1. The catalyst class is: 2.